From a dataset of Full USPTO retrosynthesis dataset with 1.9M reactions from patents (1976-2016). Predict the reactants needed to synthesize the given product. (1) Given the product [Cl:20][C:19]1[C:14]([C:7]2[CH:8]=[CH:9][C:4]([C:1]([OH:3])=[O:2])=[CH:5][CH:6]=2)=[N:15][CH:16]=[CH:17][CH:18]=1, predict the reactants needed to synthesize it. The reactants are: [C:1]([C:4]1[CH:9]=[CH:8][C:7](B(O)O)=[CH:6][CH:5]=1)([OH:3])=[O:2].Cl[C:14]1[C:19]([Cl:20])=[CH:18][CH:17]=[CH:16][N:15]=1.C([O-])([O-])=O.[Na+].[Na+]. (2) Given the product [CH3:16][C:17]1[N:21]([CH:22]([CH3:24])[CH3:23])[C:20]([C:25]2[CH:30]=[CH:29][N:28]=[C:27]([NH:31][CH:32]3[CH2:33][CH2:34][N:35]([C:1]([O:10][C:11]([CH3:12])([CH3:13])[CH3:14])=[O:15])[CH2:36][CH2:37]3)[N:26]=2)=[CH:19][N:18]=1, predict the reactants needed to synthesize it. The reactants are: [C:1](=[O:15])([O:10][C:11]([CH3:14])([CH3:13])[CH3:12])O[C:1]([O:10][C:11]([CH3:14])([CH3:13])[CH3:12])=[O:15].[CH3:16][C:17]1[N:21]([CH:22]([CH3:24])[CH3:23])[C:20]([C:25]2[CH:30]=[CH:29][N:28]=[C:27]([NH:31][CH:32]3[CH2:37][CH2:36][NH:35][CH2:34][CH2:33]3)[N:26]=2)=[CH:19][N:18]=1. (3) Given the product [ClH:11].[Cl:11][CH2:4][CH2:3][NH+:2]([CH3:6])[CH2:1][CH2:13][Cl:15], predict the reactants needed to synthesize it. The reactants are: [CH3:1][N:2]([CH2:6]CO)[CH2:3][CH2:4]O.S(Cl)([Cl:11])=O.[CH2:13]([Cl:15])Cl. (4) The reactants are: CS(OS(C)(=O)=O)(=O)=O.C([N:13](CC)[CH:14]([CH3:16])[CH3:15])(C)C.[CH3:19][CH2:20][CH2:21]C[N+](CCCC)(CCCC)CCCC.[N-]=[N+]=[N-].[OH-:39].[Na+].[C:58]1(P([C:54]2[CH:59]=[CH:58][CH:57]=[CH:56]C=2)[C:58]2[CH:59]=[CH:54]C=[CH:56][CH:57]=2)[CH:59]=[CH:54]C=[CH:56][CH:57]=1. Given the product [CH3:19][C:20]1([CH3:21])[CH2:15][C@@H:14]([NH2:13])[C:16]2[C:56](=[CH:57][CH:58]=[CH:59][CH:54]=2)[O:39]1, predict the reactants needed to synthesize it. (5) Given the product [CH3:48][O:47][C:43]1[CH:44]=[CH:45][CH:46]=[C:39]([O:38][CH3:37])[C:40]=1[CH2:41][NH:42][C:9]([C:11]1[CH:12]=[C:13]2[C:17](=[CH:18][CH:19]=1)[NH:16][C:15](=[O:20])[C:14]2=[N:21][NH:22][C:23]1[CH:28]=[CH:27][C:26]([S:29](=[O:31])(=[O:32])[NH2:30])=[CH:25][CH:24]=1)=[O:10], predict the reactants needed to synthesize it. The reactants are: FC1C(O[C:9]([C:11]2[CH:12]=[C:13]3[C:17](=[CH:18][CH:19]=2)[NH:16][C:15](=[O:20])[C:14]3=[N:21][NH:22][C:23]2[CH:28]=[CH:27][C:26]([S:29](=[O:32])(=[O:31])[NH2:30])=[CH:25][CH:24]=2)=[O:10])=C(F)C(F)=C(F)C=1F.[CH3:37][O:38][C:39]1[CH:46]=[CH:45][CH:44]=[C:43]([O:47][CH3:48])[C:40]=1[CH2:41][NH2:42]. (6) The reactants are: [O:1]1[CH2:6][CH2:5][N:4]([C:7]2[CH:13]=[CH:12][C:10]([NH2:11])=[CH:9][CH:8]=2)[CH2:3][CH2:2]1.[NH2:14][C:15]1[CH:32]=[CH:31][C:18]2[NH:19][C:20]([C:22]3[CH:30]=[CH:29][C:25]([C:26]([O-])=[O:27])=[CH:24][CH:23]=3)=[N:21][C:17]=2[CH:16]=1. Given the product [NH2:14][C:15]1[CH:32]=[CH:31][C:18]2[NH:19][C:20]([C:22]3[CH:23]=[CH:24][C:25]([C:26]([NH:11][C:10]4[CH:12]=[CH:13][C:7]([N:4]5[CH2:3][CH2:2][O:1][CH2:6][CH2:5]5)=[CH:8][CH:9]=4)=[O:27])=[CH:29][CH:30]=3)=[N:21][C:17]=2[CH:16]=1, predict the reactants needed to synthesize it. (7) Given the product [F:11][C:12]1[CH:19]=[C:18]([N:3]2[CH2:4][CH2:5][C@@:6]([OH:7])([CH2:8][CH2:9][CH3:10])[C@@H:2]2[CH3:1])[CH:17]=[CH:16][C:13]=1[C:14]#[N:15], predict the reactants needed to synthesize it. The reactants are: [CH3:1][C@H:2]1[C@@:6]([CH2:8][CH2:9][CH3:10])([OH:7])[CH2:5][CH2:4][NH:3]1.[F:11][C:12]1[CH:19]=[C:18](F)[CH:17]=[CH:16][C:13]=1[C:14]#[N:15].C(=O)([O-])[O-].[Li+].[Li+].